From a dataset of Reaction yield outcomes from USPTO patents with 853,638 reactions. Predict the reaction yield, written as a fraction of the theoretical maximum amount of product (1.0 means a 100% yield; for example, 0.34 means a 34% yield). (1) The reactants are Br[C:2]1[CH:3]=[N:4][CH:5]=[C:6]([S:8]([CH3:11])(=[O:10])=[O:9])[CH:7]=1.[OH-].[NH4+:13]. No catalyst specified. The product is [CH3:11][S:8]([C:6]1[CH:7]=[C:2]([NH2:13])[CH:3]=[N:4][CH:5]=1)(=[O:10])=[O:9]. The yield is 0.310. (2) The reactants are [NH:1]1[C:9]2[C:4](=[CH:5][CH:6]=[C:7]([C:10]([O:12][CH3:13])=[O:11])[CH:8]=2)[CH:3]=[CH:2]1.N1C2C(=CC=CC=2)C=[C:15]1C(OCC)=O. No catalyst specified. The product is [CH3:15][N:1]1[C:9]2[C:4](=[CH:5][CH:6]=[C:7]([C:10]([O:12][CH3:13])=[O:11])[CH:8]=2)[CH:3]=[CH:2]1. The yield is 0.950. (3) The reactants are [H-].[Al+3].[Li+].[H-].[H-].[H-].[OH:7][C@H:8]1[CH2:13][CH2:12][C@H:11]([NH:14][C:15](=O)OC(C)(C)C)[CH2:10][CH2:9]1.O.[OH-].[Na+]. The catalyst is O1CCCC1.C(Cl)(Cl)Cl. The product is [CH3:15][NH:14][C@H:11]1[CH2:12][CH2:13][C@H:8]([OH:7])[CH2:9][CH2:10]1. The yield is 0.890. (4) The reactants are [NH2:1][C:2]1[CH:3]=[C:4]([N:8]([CH:16]2[CH2:21][CH2:20][N:19]([CH2:22][CH:23]([C:34]3[CH:39]=[CH:38][CH:37]=[CH:36][CH:35]=3)[C:24]([O:26][CH2:27][C:28]3[CH:33]=[CH:32][CH:31]=[CH:30][CH:29]=3)=[O:25])[CH2:18][CH2:17]2)[C:9]([C:11]2[O:12][CH:13]=[CH:14][CH:15]=2)=[O:10])[CH:5]=[CH:6][CH:7]=1.C(N(CC)CC)C.[C:47]([O:51][C:52]([NH:54][C:55]([NH:57][C:58]([O:60][C:61]([CH3:64])([CH3:63])[CH3:62])=[O:59])=S)=[O:53])([CH3:50])([CH3:49])[CH3:48]. The catalyst is CO.O1CCCC1.[Hg](Cl)Cl. The product is [C:61]([O:60][C:58]([N:57]=[C:55]([NH:54][C:52]([O:51][C:47]([CH3:50])([CH3:49])[CH3:48])=[O:53])[NH:1][C:2]1[CH:3]=[C:4]([N:8]([CH:16]2[CH2:17][CH2:18][N:19]([CH2:22][CH:23]([C:34]3[CH:35]=[CH:36][CH:37]=[CH:38][CH:39]=3)[C:24]([O:26][CH2:27][C:28]3[CH:33]=[CH:32][CH:31]=[CH:30][CH:29]=3)=[O:25])[CH2:20][CH2:21]2)[C:9]([C:11]2[O:12][CH:13]=[CH:14][CH:15]=2)=[O:10])[CH:5]=[CH:6][CH:7]=1)=[O:59])([CH3:64])([CH3:63])[CH3:62]. The yield is 0.790. (5) The reactants are [CH3:1][S:2]([C:5]1[CH:10]=[CH:9][C:8]([CH:11]([CH2:20][CH:21]2[CH2:25][CH2:24][CH2:23][CH:22]2[O:26]C2CCCCO2)[C:12]([NH:14][C:15]2[S:16][CH:17]=[CH:18][N:19]=2)=[O:13])=[CH:7][CH:6]=1)(=[O:4])=[O:3].C1(C)C=CC(S([O-])(=O)=O)=CC=1.[NH+]1C=CC=CC=1. The catalyst is C(O)C. The product is [OH:26][CH:22]1[CH2:23][CH2:24][CH2:25][CH:21]1[CH2:20][CH:11]([C:8]1[CH:7]=[CH:6][C:5]([S:2]([CH3:1])(=[O:4])=[O:3])=[CH:10][CH:9]=1)[C:12]([NH:14][C:15]1[S:16][CH:17]=[CH:18][N:19]=1)=[O:13]. The yield is 0.270.